Dataset: Forward reaction prediction with 1.9M reactions from USPTO patents (1976-2016). Task: Predict the product of the given reaction. (1) Given the reactants C[O:2][C:3]([C:5]1[CH:9]=[C:8]([C:10]2[CH:14]=[CH:13][N:12]([CH3:15])[CH:11]=2)[N:7]([C:16]2[N:17]=[N:18][C:19](Cl)=[CH:20][CH:21]=2)[N:6]=1)=[O:4].[CH3:23][O-:24].[Na+].[OH-].[Na+], predict the reaction product. The product is: [CH3:23][O:24][C:19]1[N:18]=[N:17][C:16]([N:7]2[C:8]([C:10]3[CH:14]=[CH:13][N:12]([CH3:15])[CH:11]=3)=[CH:9][C:5]([C:3]([OH:2])=[O:4])=[N:6]2)=[CH:21][CH:20]=1. (2) Given the reactants [Cl:1][C:2]1[CH:7]=[CH:6][C:5]([C@H:8]([CH:13]2[CH2:15][CH2:14]2)[C:9](OC)=[O:10])=[CH:4][CH:3]=1.[H-].C([Al+]CC(C)C)C(C)C, predict the reaction product. The product is: [Cl:1][C:2]1[CH:3]=[CH:4][C:5]([C@H:8]([CH:13]2[CH2:15][CH2:14]2)[CH2:9][OH:10])=[CH:6][CH:7]=1.